Dataset: Forward reaction prediction with 1.9M reactions from USPTO patents (1976-2016). Task: Predict the product of the given reaction. Given the reactants [CH2:1]([O:8][N:9]1[C:18](=[O:19])[C:17]2[C:12](=[CH:13][C:14](Cl)=[C:15]([F:20])[CH:16]=2)[N:11]([CH:22]2[CH2:24][CH2:23]2)[C:10]1=[O:25])[C:2]1[CH:7]=[CH:6][CH:5]=[CH:4][CH:3]=1.[C:26]([O:30][C:31](=[O:38])[NH:32][CH:33]1[CH2:37][CH2:36][NH:35][CH2:34]1)([CH3:29])([CH3:28])[CH3:27].C(N(CC)CC)C, predict the reaction product. The product is: [C:26]([O:30][C:31](=[O:38])[NH:32][CH:33]1[CH2:37][CH2:36][N:35]([C:14]2[CH:13]=[C:12]3[C:17]([C:18](=[O:19])[N:9]([O:8][CH2:1][C:2]4[CH:7]=[CH:6][CH:5]=[CH:4][CH:3]=4)[C:10](=[O:25])[N:11]3[CH:22]3[CH2:24][CH2:23]3)=[CH:16][C:15]=2[F:20])[CH2:34]1)([CH3:29])([CH3:27])[CH3:28].